From a dataset of Catalyst prediction with 721,799 reactions and 888 catalyst types from USPTO. Predict which catalyst facilitates the given reaction. Reactant: [O:1]1[CH:5]=[CH:4][CH:3]=[C:2]1[C:6]1[O:7][C:8]([CH3:36])=[C:9]([CH2:11][O:12][C:13]2[CH:33]=[CH:32][C:16]([CH2:17][O:18][C:19]3[C:23]([CH:24]=O)=[CH:22][N:21]([C:26]4[CH:31]=[CH:30][CH:29]=[CH:28][CH:27]=4)[N:20]=3)=[CH:15][C:14]=2[O:34][CH3:35])[N:10]=1.[CH2:37]([P:46](=[O:53])([O:50][CH2:51][CH3:52])[O:47][CH2:48][CH3:49])P(=O)(OCC)OCC.[H-].[Na+].Cl. Product: [O:1]1[CH:5]=[CH:4][CH:3]=[C:2]1[C:6]1[O:7][C:8]([CH3:36])=[C:9]([CH2:11][O:12][C:13]2[CH:33]=[CH:32][C:16]([CH2:17][O:18][C:19]3[C:23](/[CH:24]=[CH:37]\[P:46](=[O:53])([O:47][CH2:48][CH3:49])[O:50][CH2:51][CH3:52])=[CH:22][N:21]([C:26]4[CH:27]=[CH:28][CH:29]=[CH:30][CH:31]=4)[N:20]=3)=[CH:15][C:14]=2[O:34][CH3:35])[N:10]=1. The catalyst class is: 145.